Dataset: Reaction yield outcomes from USPTO patents with 853,638 reactions. Task: Predict the reaction yield, written as a fraction of the theoretical maximum amount of product (1.0 means a 100% yield; for example, 0.34 means a 34% yield). (1) The reactants are Cl[C:2]1[N:26]=[CH:25][CH:24]=[CH:23][C:3]=1[C:4]([N:6]([C:10]1[CH:15]=[CH:14][C:13]([CH2:16][CH2:17][C:18]([O:20][CH2:21][CH3:22])=[O:19])=[CH:12][CH:11]=1)[CH2:7][O:8][CH3:9])=[O:5].C(P(CCCC)CCCC)CCC.C(=O)([O-])[O-].[K+].[K+].O. The product is [CH3:9][O:8][CH2:7][N:6]1[C:10]2[CH:15]=[CH:14][C:13]([CH2:16][CH2:17][C:18]([O:20][CH2:21][CH3:22])=[O:19])=[CH:12][C:11]=2[C:2]2[N:26]=[CH:25][CH:24]=[CH:23][C:3]=2[C:4]1=[O:5]. The yield is 0.640. The catalyst is CN(C)C=O.C([O-])(=O)C.[Pd+2].C([O-])(=O)C. (2) The reactants are [C:1]([O:5][C:6](=[O:34])[CH2:7][C@@H:8]([NH2:33])[C:9]([NH:11][C@H:12]([C:21]1[NH:22][C:23]([C:26]2[CH:31]=[CH:30][C:29]([I:32])=[CH:28][CH:27]=2)=[CH:24][N:25]=1)[C@H:13]([C:15]1[CH:20]=[CH:19][CH:18]=[CH:17][CH:16]=1)[CH3:14])=[O:10])([CH3:4])([CH3:3])[CH3:2].C(N(CC)C(C)C)(C)C.[O:44]=[C:45](Cl)OC(Cl)(Cl)Cl.C1(C)C=CC=CC=1.O1CCCC1. The catalyst is O1CCCC1. The product is [C:1]([O:5][C:6](=[O:34])[CH2:7][C@@H:8]1[C:9](=[O:10])[N:11]([C@H:12]([C:21]2[NH:22][C:23]([C:26]3[CH:31]=[CH:30][C:29]([I:32])=[CH:28][CH:27]=3)=[CH:24][N:25]=2)[C@H:13]([C:15]2[CH:20]=[CH:19][CH:18]=[CH:17][CH:16]=2)[CH3:14])[C:45](=[O:44])[NH:33]1)([CH3:2])([CH3:3])[CH3:4]. The yield is 0.290. (3) The reactants are Br[CH2:2][CH2:3][CH2:4][CH2:5][N:6]1[C:18]2[CH:17]=[CH:16][CH:15]=[CH:14][C:13]=2[C:12]2[C:7]1=[CH:8][CH:9]=[CH:10][CH:11]=2.[C:19]([O-:22])(=[O:21])[CH3:20].[K+]. The catalyst is CN(C=O)C. The product is [C:19]([O:22][CH2:2][CH2:3][CH2:4][CH2:5][N:6]1[C:18]2[CH:17]=[CH:16][CH:15]=[CH:14][C:13]=2[C:12]2[C:7]1=[CH:8][CH:9]=[CH:10][CH:11]=2)(=[O:21])[CH3:20]. The yield is 0.930. (4) The reactants are [Br:1][C:2]1[CH:3]=[C:4]([C:7]([OH:9])=[O:8])[S:5][CH:6]=1.S(Cl)(Cl)=O.[CH3:14]O. No catalyst specified. The product is [CH3:14][O:8][C:7]([C:4]1[S:5][CH:6]=[C:2]([Br:1])[CH:3]=1)=[O:9]. The yield is 0.950.